The task is: Predict the reaction yield, written as a fraction of the theoretical maximum amount of product (1.0 means a 100% yield; for example, 0.34 means a 34% yield).. This data is from Reaction yield outcomes from USPTO patents with 853,638 reactions. (1) The reactants are [NH2:1][C:2]1[CH:3]=[C:4]([N:14]([CH3:23])[C:15](=[O:22])[C:16]2[CH:21]=[CH:20][CH:19]=[CH:18][CH:17]=2)[CH:5]=[CH:6][C:7]=1[NH:8][CH2:9][CH2:10][C:11](=[O:13])[NH2:12].[N:24]#[C:25]Br. The catalyst is C(O)C. The product is [NH2:24][C:25]1[N:8]([CH2:9][CH2:10][C:11](=[O:13])[NH2:12])[C:7]2[CH:6]=[CH:5][C:4]([N:14]([CH3:23])[C:15](=[O:22])[C:16]3[CH:17]=[CH:18][CH:19]=[CH:20][CH:21]=3)=[CH:3][C:2]=2[N:1]=1. The yield is 0.950. (2) The product is [Br:1][C:2]1[C:3]([N+:13]([O-:15])=[O:14])=[CH:4][C:5]([N+:10]([O-:12])=[O:11])=[C:6]([CH:9]=1)[CH:7]=[O:8]. The yield is 0.0700. No catalyst specified. The reactants are [Br:1][C:2]1[CH:3]=[CH:4][C:5]([N+:10]([O-:12])=[O:11])=[C:6]([CH:9]=1)[CH:7]=[O:8].[N+:13]([O-])([OH:15])=[O:14]. (3) The reactants are [CH2:1]([O:3][C:4](=[O:26])[C:5]1[CH:10]=[CH:9][C:8]([O:11][CH2:12][CH2:13][CH2:14][NH:15]C(OC(C)(C)C)=O)=[C:7]([N+:23]([O-:25])=[O:24])[CH:6]=1)[CH3:2].[ClH:27]. The catalyst is O1CCOCC1. The product is [ClH:27].[CH2:1]([O:3][C:4](=[O:26])[C:5]1[CH:10]=[CH:9][C:8]([O:11][CH2:12][CH2:13][CH2:14][NH2:15])=[C:7]([N+:23]([O-:25])=[O:24])[CH:6]=1)[CH3:2]. The yield is 0.920. (4) The reactants are S(Cl)(Cl)=O.[Cl:5][C:6]1[CH:11]=[CH:10][C:9]([N+:12]([O-:14])=[O:13])=[CH:8][C:7]=1[S:15]([OH:18])(=O)=[O:16].S(Cl)(Cl)(=O)=O.[OH-].[NH4+:25]. The catalyst is C1(C)C=CC=CC=1.O1CCCC1.CN(C)C=O. The product is [Cl:5][C:6]1[CH:11]=[CH:10][C:9]([N+:12]([O-:14])=[O:13])=[CH:8][C:7]=1[S:15]([NH2:25])(=[O:18])=[O:16]. The yield is 0.424. (5) The reactants are [F:1][C:2]([F:11])([F:10])[C:3]1[CH:4]=[C:5]([SH:9])[CH:6]=[CH:7][CH:8]=1.CS(O[CH:17]1[CH2:22][CH2:21][O:20][CH:19]([C:23]2[CH:28]=[C:27]([Br:29])[CH:26]=[CH:25][C:24]=2[Br:30])[CH2:18]1)(=O)=O.C([O-])([O-])=O.[K+].[K+]. The catalyst is CN(C=O)C.O. The product is [Br:30][C:24]1[CH:25]=[CH:26][C:27]([Br:29])=[CH:28][C:23]=1[CH:19]1[CH2:18][CH:17]([S:9][C:5]2[CH:6]=[CH:7][CH:8]=[C:3]([C:2]([F:1])([F:10])[F:11])[CH:4]=2)[CH2:22][CH2:21][O:20]1. The yield is 0.700.